This data is from Peptide-MHC class I binding affinity with 185,985 pairs from IEDB/IMGT. The task is: Regression. Given a peptide amino acid sequence and an MHC pseudo amino acid sequence, predict their binding affinity value. This is MHC class I binding data. (1) The peptide sequence is QMDCTHLEGKI. The MHC is Mamu-B01 with pseudo-sequence Mamu-B01. The binding affinity (normalized) is 0.115. (2) The peptide sequence is IRQAGVQYSRADEEQ. The binding affinity (normalized) is 0. The MHC is HLA-A68:02 with pseudo-sequence HLA-A68:02. (3) The peptide sequence is VMLDWGIEL. The MHC is HLA-B27:05 with pseudo-sequence HLA-B27:05. The binding affinity (normalized) is 0.0847.